This data is from Catalyst prediction with 721,799 reactions and 888 catalyst types from USPTO. The task is: Predict which catalyst facilitates the given reaction. (1) Reactant: N(C(OCC)=O)=NC(OCC)=O.[Si:13]([O:30][CH2:31][CH2:32][C:33]([CH3:37])([CH3:36])[CH2:34]O)([C:26]([CH3:29])([CH3:28])[CH3:27])([C:20]1[CH:25]=[CH:24][CH:23]=[CH:22][CH:21]=1)[C:14]1[CH:19]=[CH:18][CH:17]=[CH:16][CH:15]=1.C1(P(C2C=CC=CC=2)C2C=CC=CC=2)C=CC=CC=1.[C:57]1(=[O:67])[NH:61][C:60](=[O:62])[C:59]2=[CH:63][CH:64]=[CH:65][CH:66]=[C:58]12.[Cl-].[Na+]. Product: [Si:13]([O:30][CH2:31][CH2:32][C:33]([CH3:36])([CH3:37])[CH2:34][N:61]1[C:57](=[O:67])[C:58]2[C:59](=[CH:63][CH:64]=[CH:65][CH:66]=2)[C:60]1=[O:62])([C:26]([CH3:27])([CH3:28])[CH3:29])([C:14]1[CH:15]=[CH:16][CH:17]=[CH:18][CH:19]=1)[C:20]1[CH:25]=[CH:24][CH:23]=[CH:22][CH:21]=1. The catalyst class is: 359. (2) Reactant: [N:1]1[CH:6]=[CH:5][CH:4]=[CH:3][C:2]=1[S:7]([O:10][C:11]1[C:19]([O:20][CH3:21])=[CH:18][C:17]([C:22]2[N:23]([C:33]([O:35][C:36]([CH3:39])([CH3:38])[CH3:37])=[O:34])[C:24]3[C:29]([CH:30]=2)=[CH:28][C:27]([CH:31]=O)=[CH:26][CH:25]=3)=[C:16]2[C:12]=1[CH2:13][NH:14][C:15]2=[O:40])(=[O:9])=[O:8].Cl.[CH3:42][NH:43][CH3:44].C(N(CC)CC)C.C(O)(=O)C.C(O[BH-](OC(=O)C)OC(=O)C)(=O)C.[Na+]. Product: [N:1]1[CH:6]=[CH:5][CH:4]=[CH:3][C:2]=1[S:7]([O:10][C:11]1[C:19]([O:20][CH3:21])=[CH:18][C:17]([C:22]2[N:23]([C:33]([O:35][C:36]([CH3:38])([CH3:39])[CH3:37])=[O:34])[C:24]3[C:29]([CH:30]=2)=[CH:28][C:27]([CH2:31][N:43]([CH3:44])[CH3:42])=[CH:26][CH:25]=3)=[C:16]2[C:12]=1[CH2:13][NH:14][C:15]2=[O:40])(=[O:9])=[O:8]. The catalyst class is: 10. (3) Reactant: [F:1][C:2]1[CH:7]=[C:6]([I:8])[CH:5]=[CH:4][C:3]=1[NH:9][C:10]1[N:11]([CH3:43])[C:12](=[O:42])[CH:13]=[C:14]([O:28][C:29]2[CH:34]=[CH:33][CH:32]=[C:31]([O:35][C@@H:36]3[CH2:40][CH2:39][O:38][CH2:37]3)[C:30]=2[CH3:41])[C:15]=1[C:16]([NH:18]CC1C=CC(OC)=CC=1)=[O:17].[Cl-].[Al+3].[Cl-].[Cl-].O.Cl. The catalyst class is: 520. Product: [F:1][C:2]1[CH:7]=[C:6]([I:8])[CH:5]=[CH:4][C:3]=1[NH:9][C:10]1[N:11]([CH3:43])[C:12](=[O:42])[CH:13]=[C:14]([O:28][C:29]2[CH:34]=[CH:33][CH:32]=[C:31]([O:35][C@@H:36]3[CH2:40][CH2:39][O:38][CH2:37]3)[C:30]=2[CH3:41])[C:15]=1[C:16]([NH2:18])=[O:17]. (4) Reactant: Br[C:2]1[CH:9]=[CH:8][C:5]([C:6]#[N:7])=[CH:4][C:3]=1[CH2:10][N:11]1[N:15]=[N:14][C:13]([CH3:16])=[N:12]1.[CH3:17][C:18]1[O:22][C:21]([CH2:23][CH:24]2[CH2:29][CH2:28][N:27]([C:30](=[O:33])[CH:31]=[CH2:32])[CH2:26][CH2:25]2)=[N:20][N:19]=1.C1(C)C=CC=CC=1P(C1C=CC=CC=1C)C1C=CC=CC=1C. Product: [CH3:17][C:18]1[O:22][C:21]([CH2:23][CH:24]2[CH2:29][CH2:28][N:27]([C:30](=[O:33])/[CH:31]=[CH:32]/[C:2]3[CH:9]=[CH:8][C:5]([C:6]#[N:7])=[CH:4][C:3]=3[CH2:10][N:11]3[N:15]=[N:14][C:13]([CH3:16])=[N:12]3)[CH2:26][CH2:25]2)=[N:20][N:19]=1. The catalyst class is: 826.